Dataset: Catalyst prediction with 721,799 reactions and 888 catalyst types from USPTO. Task: Predict which catalyst facilitates the given reaction. (1) Reactant: [C:1]([C:5]1[CH:6]=[C:7]2[N:16]=[CH:15][C:14]3[CH:13]=[C:12]([C:17]4[CH:22]=[CH:21][CH:20]=[CH:19][CH:18]=4)[C:11](=O)[NH:10][C:9]=3[N:8]2[N:24]=1)([CH3:4])([CH3:3])[CH3:2].S(Cl)([Cl:27])=O.CN(C=O)C. Product: [Cl:27][C:11]1[N:10]=[C:9]2[C:14]([CH:15]=[N:16][C:7]3[N:8]2[N:24]=[C:5]([C:1]([CH3:4])([CH3:3])[CH3:2])[CH:6]=3)=[CH:13][C:12]=1[C:17]1[CH:22]=[CH:21][CH:20]=[CH:19][CH:18]=1. The catalyst class is: 22. (2) Reactant: [NH2:1][C:2]1[CH:3]=[C:4]([CH:9]=[CH:10][C:11]=1[NH2:12])[C:5]([O:7][CH3:8])=[O:6].[Cl:13][C:14]1[CH:19]=[CH:18][CH:17]=[C:16]([Cl:20])[C:15]=1[N:21]=[C:22]=S.CC(C)N=C=NC(C)C. The catalyst class is: 10. Product: [CH3:8][O:7][C:5]([C:4]1[CH:9]=[CH:10][C:11]2[NH:12][C:22]([NH:21][C:15]3[C:14]([Cl:13])=[CH:19][CH:18]=[CH:17][C:16]=3[Cl:20])=[N:1][C:2]=2[CH:3]=1)=[O:6]. (3) Reactant: [C:1]1(=[O:11])[C:10]2[C:5](=[CH:6][CH:7]=[CH:8][CH:9]=2)[CH2:4][CH2:3][CH2:2]1.[CH3:12][N:13]([CH:15](OC)OC)[CH3:14].CC(OC(N(C)C)N(C)C)(C)C. Product: [CH3:12][N:13]([CH:15]=[C:2]1[CH2:3][CH2:4][C:5]2[C:10](=[CH:9][CH:8]=[CH:7][CH:6]=2)[C:1]1=[O:11])[CH3:14]. The catalyst class is: 23. (4) Reactant: [Cl:1][C:2]1[CH:11]=[CH:10][CH:9]=[C:8]2[C:3]=1[C:4](=[O:21])[N:5]([C:14]1[CH:19]=[CH:18][CH:17]=[CH:16][C:15]=1[CH3:20])[C:6]([CH2:12]Cl)=[N:7]2.[N:22]1[C:30]([NH2:31])=[C:29]2[C:25]([N:26]=[CH:27][NH:28]2)=[N:24][CH:23]=1.C([O-])([O-])=O.[K+].[K+]. Product: [NH2:31][C:30]1[N:22]=[CH:23][N:24]=[C:25]2[C:29]=1[N:28]=[CH:27][N:26]2[CH2:12][C:6]1[N:5]([C:14]2[CH:19]=[CH:18][CH:17]=[CH:16][C:15]=2[CH3:20])[C:4](=[O:21])[C:3]2[C:8](=[CH:9][CH:10]=[CH:11][C:2]=2[Cl:1])[N:7]=1. The catalyst class is: 3. (5) Reactant: [CH3:1][O:2][C:3](=[O:45])[CH:4]([NH:29][C:30](=[O:44])[CH:31]([CH2:39][S:40][C:41](=[O:43])[CH3:42])[CH2:32][C:33]1[CH:38]=[CH:37][CH:36]=[CH:35][CH:34]=1)[CH2:5][NH:6][C:7](=[O:28])[CH2:8][CH2:9][CH:10]([NH:20]C(OC(C)(C)C)=O)[C:11]([N:13]1[CH2:17][CH2:16][CH2:15][CH:14]1[C:18]#[N:19])=[O:12].O. Product: [CH3:1][O:2][C:3](=[O:45])[CH:4]([NH:29][C:30](=[O:44])[CH:31]([CH2:39][S:40][C:41](=[O:43])[CH3:42])[CH2:32][C:33]1[CH:34]=[CH:35][CH:36]=[CH:37][CH:38]=1)[CH2:5][NH:6][C:7](=[O:28])[CH2:8][CH2:9][CH:10]([NH2:20])[C:11]([N:13]1[CH2:17][CH2:16][CH2:15][CH:14]1[C:18]#[N:19])=[O:12]. The catalyst class is: 55. (6) Reactant: [B-](F)(F)(F)F.[B-](F)(F)(F)F.C1[N+]2(CCl)CC[N+]([F:21])(CC2)C1.[Cl:22][CH2:23][C:24]1[CH:29]=[C:28]([N:30]2[CH2:35][CH2:34][O:33][CH2:32][CH2:31]2)[N:27]=[C:26]([C:36]2[CH:41]=[CH:40][CH:39]=[CH:38][N:37]=2)[N:25]=1.C(=O)([O-])O.[Na+]. Product: [Cl:22][CH2:23][C:24]1[C:29]([F:21])=[C:28]([N:30]2[CH2:35][CH2:34][O:33][CH2:32][CH2:31]2)[N:27]=[C:26]([C:36]2[CH:41]=[CH:40][CH:39]=[CH:38][N:37]=2)[N:25]=1. The catalyst class is: 5.